Dataset: Peptide-MHC class II binding affinity with 134,281 pairs from IEDB. Task: Regression. Given a peptide amino acid sequence and an MHC pseudo amino acid sequence, predict their binding affinity value. This is MHC class II binding data. (1) The peptide sequence is QGFIFFFLFNILTGK. The MHC is DRB3_0301 with pseudo-sequence DRB3_0301. The binding affinity (normalized) is 0.733. (2) The peptide sequence is AEIGSAISTANGAAA. The MHC is HLA-DQA10101-DQB10501 with pseudo-sequence HLA-DQA10101-DQB10501. The binding affinity (normalized) is 0.313.